From a dataset of Peptide-MHC class I binding affinity with 185,985 pairs from IEDB/IMGT. Regression. Given a peptide amino acid sequence and an MHC pseudo amino acid sequence, predict their binding affinity value. This is MHC class I binding data. The peptide sequence is PETSNVLRNI. The MHC is H-2-Kb with pseudo-sequence H-2-Kb. The binding affinity (normalized) is 0.0469.